This data is from Cav3 T-type calcium channel HTS with 100,875 compounds. The task is: Binary Classification. Given a drug SMILES string, predict its activity (active/inactive) in a high-throughput screening assay against a specified biological target. (1) The molecule is O=C(NC(C)(C)C)c1c(n(nc1)c1ccccc1)NC(=O)c1ccccc1. The result is 0 (inactive). (2) The molecule is S(=O)(=O)(N(c1ccc(C(C)C)cc1)CC(=O)Nc1cc2OCCOc2cc1)c1c([nH]nc1C)C. The result is 0 (inactive). (3) The molecule is S=C1N(C2(Oc3c(C(N1C(=O)c1occc1)C2)cccc3)C)c1ccccc1. The result is 0 (inactive). (4) The drug is s1c(cc(C(=O)N2CCN(CC2)c2c(cccc2)C)c1)CCC. The result is 0 (inactive). (5) The compound is S(C1CCCCC1)Cc1nc2sccn2c1. The result is 0 (inactive). (6) The drug is S(c1n(CC2CCCCC2)c(=O)c2c(n1)cccc2)CC(=O)N(CC)CC. The result is 1 (active).